Task: Predict the product of the given reaction.. Dataset: Forward reaction prediction with 1.9M reactions from USPTO patents (1976-2016) (1) Given the reactants [NH4+].[Cl-].[Cl:3][C:4]1[CH:5]=[C:6]2[C:11](=[CH:12][CH:13]=1)[C:10](F)([F:14])[C:9](F)([F:16])[CH:8]=[CH:7]2.C1COCC1, predict the reaction product. The product is: [Cl:3][C:4]1[CH:5]=[C:6]2[C:11](=[CH:12][CH:13]=1)[C:10]([F:14])=[C:9]([F:16])[CH:8]=[CH:7]2. (2) Given the reactants CC([N:5]([C@@H:9]([CH2:22][C:23]1[CH:28]=[CH:27][CH:26]=[CH:25][CH:24]=1)[CH2:10][N:11]1[C:19](=[O:20])[C:18]2[C:13](=[CH:14][CH:15]=[CH:16][CH:17]=2)[C:12]1=[O:21])C(=O)[O-])(C)C.Cl, predict the reaction product. The product is: [NH2:5][C@@H:9]([CH2:22][C:23]1[CH:28]=[CH:27][CH:26]=[CH:25][CH:24]=1)[CH2:10][N:11]1[C:19](=[O:20])[C:18]2[C:13](=[CH:14][CH:15]=[CH:16][CH:17]=2)[C:12]1=[O:21]. (3) Given the reactants [CH3:1][N:2]([CH3:6])[C:3](=[O:5])[CH3:4].[F:7][C:8]([F:14])([F:13])[S:9]([O-:12])(=[O:11])=[O:10], predict the reaction product. The product is: [F:7][C:8]([F:14])([F:13])[S:9]([OH:12])(=[O:11])=[O:10].[CH3:1][N:2]([CH3:6])[C:3](=[O:5])[CH3:4]. (4) Given the reactants [CH3:1][S:2]([C:5]1[CH:10]=[CH:9][C:8]([C:11]2[N:16]=[CH:15][C:14]([CH2:17][NH:18][CH:19]3[CH2:24][CH2:23][N:22]([C:25]([O:27][C:28]([CH3:31])([CH3:30])[CH3:29])=[O:26])[CH2:21][CH2:20]3)=[CH:13][CH:12]=2)=[CH:7][CH:6]=1)(=[O:4])=[O:3].[CH:32](=O)[CH2:33][CH3:34].[BH-](OC(C)=O)(OC(C)=O)OC(C)=O.[Na+], predict the reaction product. The product is: [CH3:1][S:2]([C:5]1[CH:10]=[CH:9][C:8]([C:11]2[N:16]=[CH:15][C:14]([CH2:17][N:18]([CH2:32][CH2:33][CH3:34])[CH:19]3[CH2:24][CH2:23][N:22]([C:25]([O:27][C:28]([CH3:31])([CH3:30])[CH3:29])=[O:26])[CH2:21][CH2:20]3)=[CH:13][CH:12]=2)=[CH:7][CH:6]=1)(=[O:3])=[O:4]. (5) The product is: [Cl:11][C:12]1[C:17]([Cl:18])=[CH:16][C:15]([N+:19]([O-:21])=[O:20])=[CH:14][C:13]=1[C:22](=[O:24])[CH2:23][N:25]=[O:26]. Given the reactants C1C2C(=CC=CC=2)C=CN=1.[Cl:11][C:12]1[C:17]([Cl:18])=[CH:16][C:15]([N+:19]([O-:21])=[O:20])=[CH:14][C:13]=1[C:22](=[O:24])[CH3:23].[NH+:25]([O-])=[O:26], predict the reaction product.